Task: Regression. Given a peptide amino acid sequence and an MHC pseudo amino acid sequence, predict their binding affinity value. This is MHC class I binding data.. Dataset: Peptide-MHC class I binding affinity with 185,985 pairs from IEDB/IMGT (1) The peptide sequence is DIVKGLSGY. The MHC is HLA-A02:12 with pseudo-sequence HLA-A02:12. The binding affinity (normalized) is 0.0847. (2) The peptide sequence is RVFNGDDVK. The MHC is HLA-B08:01 with pseudo-sequence HLA-B08:01. The binding affinity (normalized) is 0.0847.